This data is from Forward reaction prediction with 1.9M reactions from USPTO patents (1976-2016). The task is: Predict the product of the given reaction. (1) Given the reactants [C:1]([C:5]1[CH:10]=[CH:9][C:8]([S:11]([NH:14][C:15]2[CH:20]=[C:19]([F:21])[C:18]([Cl:22])=[CH:17][C:16]=2[C:23]2[N:27]([CH3:28])[C:26]([CH2:29]C)=[N:25][N:24]=2)(=[O:13])=[O:12])=[CH:7][CH:6]=1)([CH3:4])([CH3:3])[CH3:2].C1COCC1.[NH4+:36].[OH-:37], predict the reaction product. The product is: [C:1]([C:5]1[CH:6]=[CH:7][C:8]([S:11]([NH:14][C:15]2[CH:20]=[C:19]([F:21])[C:18]([Cl:22])=[CH:17][C:16]=2[C:23]2[N:27]([CH3:28])[C:26]([C:29]([NH2:36])=[O:37])=[N:25][N:24]=2)(=[O:13])=[O:12])=[CH:9][CH:10]=1)([CH3:3])([CH3:2])[CH3:4]. (2) Given the reactants Br[C:2]1[CH:3]=[CH:4][C:5]([C:10]([N:12]2[CH2:17][CH2:16][N:15]([C:18]3[C:23]([CH3:24])=[CH:22][C:21]([CH3:25])=[C:20]([CH3:26])[N:19]=3)[CH2:14][CH2:13]2)=[O:11])=[C:6]([CH:9]=1)[C:7]#[N:8].[CH3:27][N:28]1[CH2:32][CH2:31][NH:30][C:29]1=[O:33], predict the reaction product. The product is: [CH3:27][N:28]1[CH2:32][CH2:31][N:30]([C:2]2[CH:3]=[CH:4][C:5]([C:10]([N:12]3[CH2:17][CH2:16][N:15]([C:18]4[C:23]([CH3:24])=[CH:22][C:21]([CH3:25])=[C:20]([CH3:26])[N:19]=4)[CH2:14][CH2:13]3)=[O:11])=[C:6]([CH:9]=2)[C:7]#[N:8])[C:29]1=[O:33].